Dataset: Peptide-MHC class I binding affinity with 185,985 pairs from IEDB/IMGT. Task: Regression. Given a peptide amino acid sequence and an MHC pseudo amino acid sequence, predict their binding affinity value. This is MHC class I binding data. (1) The peptide sequence is YRTLGVFRY. The MHC is HLA-A03:01 with pseudo-sequence HLA-A03:01. The binding affinity (normalized) is 0.0847. (2) The peptide sequence is AEMKTDAATL. The MHC is HLA-A03:01 with pseudo-sequence HLA-A03:01. The binding affinity (normalized) is 0.00957. (3) The peptide sequence is WDAYIPHYV. The MHC is HLA-B15:01 with pseudo-sequence HLA-B15:01. The binding affinity (normalized) is 0.0847. (4) The peptide sequence is FHGVAKNPV. The MHC is HLA-A01:01 with pseudo-sequence HLA-A01:01. The binding affinity (normalized) is 0.0847. (5) The peptide sequence is YFYYNAFHWAI. The MHC is HLA-A29:02 with pseudo-sequence HLA-A29:02. The binding affinity (normalized) is 0.400. (6) The peptide sequence is SQVPPPSGF. The binding affinity (normalized) is 0.844. The MHC is Mamu-B3901 with pseudo-sequence Mamu-B3901.